Dataset: Forward reaction prediction with 1.9M reactions from USPTO patents (1976-2016). Task: Predict the product of the given reaction. (1) The product is: [Br:13][C:14]1[CH:20]=[C:19]2[C:17](=[CH:16][C:15]=1[O:21][CH3:22])[N:18]=[C:6]([C:5]1[CH:8]=[CH:9][CH:10]=[C:3]([C:2]([F:12])([F:11])[F:1])[CH:4]=1)[C:28]([CH3:29])=[C:24]2[C:25]([OH:27])=[O:26]. Given the reactants [F:1][C:2]([F:12])([F:11])[C:3]1[CH:4]=[C:5]([CH:8]=[CH:9][CH:10]=1)[CH:6]=O.[Br:13][C:14]1[CH:20]=[CH:19][C:17]([NH2:18])=[CH:16][C:15]=1[O:21][CH3:22].O=[C:24]([CH2:28][CH3:29])[C:25]([OH:27])=[O:26], predict the reaction product. (2) Given the reactants [CH3:1][C:2]1[CH:3]=[C:4]([CH:8]([C:10]2[CH:11]=[N:12][CH:13]=[CH:14][C:15]=2[CH3:16])[OH:9])[O:5][C:6]=1[CH3:7], predict the reaction product. The product is: [CH3:1][C:2]1[CH:3]=[C:4]([C:8]([C:10]2[CH:11]=[N:12][CH:13]=[CH:14][C:15]=2[CH3:16])=[O:9])[O:5][C:6]=1[CH3:7]. (3) Given the reactants [Br:1][C:2]1[CH:3]=[C:4]([OH:8])[CH:5]=[CH:6][CH:7]=1.[N+:9]([O-:12])([OH:11])=[O:10], predict the reaction product. The product is: [Br:1][C:2]1[CH:3]=[C:4]([OH:8])[CH:5]=[CH:6][C:7]=1[N+:9]([O-:11])=[O:10].[Br:1][C:2]1[CH:7]=[CH:6][C:5]([N+:9]([O-:12])=[O:10])=[C:4]([OH:8])[CH:3]=1. (4) Given the reactants C([O:3][C@@H](CC1C=CC(OCCC2N=C(C3C=CC=CC=3)OC=2C)=C(OC)C=1)C(O)=O)C.C([C@H]1COC(=O)N1C(=O)[C@@H](OC)[C@H](O)C1C=CC(OCCC2N=C(C3C=CC=CC=3)OC=2C)=C2C=1CCC2)C1C=CC=CC=1.C([SiH](CC)CC)C.C([C@H]1COC(=O)N1[C:96](=[O:125])[C@@H:97]([O:123][CH3:124])[CH2:98][C:99]1[CH:107]=[CH:106][C:105]([O:108][CH2:109][CH2:110][C:111]2[N:112]=[C:113]([C:117]3[CH:122]=[CH:121][CH:120]=[CH:119][CH:118]=3)[O:114][C:115]=2[CH3:116])=[C:104]2[C:100]=1[CH2:101][CH2:102][CH2:103]2)C1C=CC=CC=1.[OH-].[Na+], predict the reaction product. The product is: [CH3:124][O:123][C@@H:97]([CH2:98][C:99]1[CH:107]=[CH:106][C:105]([O:108][CH2:109][CH2:110][C:111]2[N:112]=[C:113]([C:117]3[CH:122]=[CH:121][CH:120]=[CH:119][CH:118]=3)[O:114][C:115]=2[CH3:116])=[C:104]2[C:100]=1[CH2:101][CH2:102][CH2:103]2)[C:96]([OH:3])=[O:125].